Task: Predict the reactants needed to synthesize the given product.. Dataset: Full USPTO retrosynthesis dataset with 1.9M reactions from patents (1976-2016) Given the product [CH3:14][N:12]1[CH:13]=[C:9]([C:6]2[CH:7]=[CH:8][C:3]3[N:4]([C:17]([SH:18])=[N:2][N:1]=3)[CH:5]=2)[CH:10]=[N:11]1, predict the reactants needed to synthesize it. The reactants are: [NH:1]([C:3]1[CH:8]=[CH:7][C:6]([C:9]2[CH:10]=[N:11][N:12]([CH3:14])[CH:13]=2)=[CH:5][N:4]=1)[NH2:2].[OH-].[K+].[C:17](=S)=[S:18].